Dataset: Full USPTO retrosynthesis dataset with 1.9M reactions from patents (1976-2016). Task: Predict the reactants needed to synthesize the given product. (1) Given the product [CH2:20]([N:6]1[CH2:7][C@@H:8]([N:10]([CH3:19])[C:11]([O:13][CH2:14][C:15]([Cl:18])([Cl:16])[Cl:17])=[O:12])[CH2:9][C@H:5]1[C:3]([OH:4])=[O:2])[C:21]1[CH:22]=[CH:23][CH:24]=[CH:25][CH:26]=1, predict the reactants needed to synthesize it. The reactants are: C[O:2][C:3]([C@@H:5]1[CH2:9][C@H:8]([N:10]([CH3:19])[C:11]([O:13][CH2:14][C:15]([Cl:18])([Cl:17])[Cl:16])=[O:12])[CH2:7][N:6]1[CH2:20][C:21]1[CH:26]=[CH:25][CH:24]=[CH:23][CH:22]=1)=[O:4].[OH-].[Na+]. (2) Given the product [CH3:1][O:2][C:3]1[CH:4]=[C:5]([CH:9]=[CH:10][C:11]=1[B:12]1[O:16][C:15]([CH3:18])([CH3:17])[C:14]([CH3:20])([CH3:19])[O:13]1)[C:6]([NH:29][C:25]1[CH:24]=[C:23]([C:22]([F:30])([F:21])[F:31])[CH:28]=[CH:27][N:26]=1)=[O:7], predict the reactants needed to synthesize it. The reactants are: [CH3:1][O:2][C:3]1[CH:4]=[C:5]([CH:9]=[CH:10][C:11]=1[B:12]1[O:16][C:15]([CH3:18])([CH3:17])[C:14]([CH3:20])([CH3:19])[O:13]1)[C:6](Cl)=[O:7].[F:21][C:22]([F:31])([F:30])[C:23]1[CH:28]=[CH:27][N:26]=[C:25]([NH2:29])[CH:24]=1. (3) Given the product [NH2:1][C:4]1[CH:5]=[CH:6][C:7]([C:8]([C:10]2[CH:15]=[CH:14][CH:13]=[CH:12][CH:11]=2)=[O:9])=[CH:16][CH:17]=1, predict the reactants needed to synthesize it. The reactants are: [N:1]([C:4]1[CH:17]=[CH:16][C:7]([C:8]([C:10]2[CH:15]=[CH:14][CH:13]=[CH:12][CH:11]=2)=[O:9])=[CH:6][CH:5]=1)=[N+]=[N-].O. (4) Given the product [C:41]([O:8][C:9]([N:11]1[CH2:12][CH2:13][C:14]2([O:19][C:17](=[O:20])[NH:16][CH:15]2[CH2:21][C:22]2[CH:27]=[CH:26][C:25]([F:28])=[CH:24][CH:23]=2)[CH2:29][CH2:30]1)=[O:10])([CH3:50])([CH3:42])[CH3:40], predict the reactants needed to synthesize it. The reactants are: C([O:8][C:9]([N:11]1[CH2:30][CH2:29][C:14]2([O:19]C[C:17](=[O:20])[NH:16][CH:15]2[CH2:21][C:22]2[CH:27]=[CH:26][C:25]([F:28])=[CH:24][CH:23]=2)[CH2:13][CH2:12]1)=[O:10])C1C=CC=CC=1.NO.ClCC(Cl)=O.N[C@H](C(O)=O)[CH2:40][C:41]1[CH:50]=C2C(C=CC=C2)=C[CH:42]=1.[I-].CC(C)([O-])C. (5) Given the product [Cl:3][C:2]1[N:1]=[C:8]([CH3:23])[N:7]=[C:5]([NH:20][CH2:19][C:18]2[CH:21]=[CH:22][C:15]([O:14][CH3:13])=[CH:16][CH:17]=2)[N:4]=1, predict the reactants needed to synthesize it. The reactants are: [N:1]1[C:8](Cl)=[N:7][C:5](Cl)=[N:4][C:2]=1[Cl:3].C[Mg]Br.[CH3:13][O:14][C:15]1[CH:22]=[CH:21][C:18]([CH2:19][NH2:20])=[CH:17][CH:16]=1.[CH3:23]CN(C(C)C)C(C)C. (6) Given the product [CH3:7][O:8][C:9]1[C:14]([NH:15][C:1](=[O:5])[CH2:2][CH2:3][CH3:4])=[CH:13][C:12]([CH3:16])=[C:11]([C:17]2[CH:22]=[CH:21][C:20]([O:23][C:24]([F:26])([F:27])[F:25])=[CH:19][C:18]=2[O:28][CH3:29])[N:10]=1, predict the reactants needed to synthesize it. The reactants are: [C:1](Cl)(=[O:5])[CH2:2][CH2:3][CH3:4].[CH3:7][O:8][C:9]1[C:14]([NH2:15])=[CH:13][C:12]([CH3:16])=[C:11]([C:17]2[CH:22]=[CH:21][C:20]([O:23][C:24]([F:27])([F:26])[F:25])=[CH:19][C:18]=2[O:28][CH3:29])[N:10]=1.C(N(C(C)C)CC)(C)C.CCOC(C)=O. (7) Given the product [CH3:7][C:4]1[C:3]([CH2:35][N:30]2[CH2:31][CH2:32][CH2:33][CH:29]2[CH2:28][NH:27][C:23]2[N:24]=[C:25]([NH2:26])[N:20]3[N:19]=[C:18]([C:14]4[O:13][CH:17]=[CH:16][CH:15]=4)[N:34]=[C:21]3[N:22]=2)=[C:2]([CH3:1])[O:6][N:5]=1, predict the reactants needed to synthesize it. The reactants are: [CH3:1][C:2]1[O:6][N:5]=[C:4]([CH2:7]OS(C)(=O)=O)[CH:3]=1.[O:13]1[CH:17]=[CH:16][CH:15]=[C:14]1[C:18]1[N:34]=[C:21]2[N:22]=[C:23]([NH:27][CH2:28][CH:29]3[CH2:33][CH2:32][CH2:31][NH:30]3)[N:24]=[C:25]([NH2:26])[N:20]2[N:19]=1.[CH3:35]CN(CC)CC.